From a dataset of Forward reaction prediction with 1.9M reactions from USPTO patents (1976-2016). Predict the product of the given reaction. Given the reactants CS(O[CH2:6][CH2:7][N:8]([CH3:16])[CH2:9][C:10]([CH3:15])([N+:12]([O-:14])=[O:13])[CH3:11])(=O)=O.[C:17]([O-:20])(=[S:19])[CH3:18].[K+], predict the reaction product. The product is: [C:17](=[O:20])([S:19][CH2:6][CH2:7][N:8]([CH3:16])[CH2:9][C:10]([CH3:11])([N+:12]([O-:14])=[O:13])[CH3:15])[CH3:18].